This data is from Forward reaction prediction with 1.9M reactions from USPTO patents (1976-2016). The task is: Predict the product of the given reaction. (1) Given the reactants [H-].[Na+].[Cl:3][C:4]1[CH:5]=[CH:6][C:7]([CH3:26])=[C:8]([C:10]2[NH:11][C:12]([C:18]3[CH:23]=[CH:22][N:21]=[C:20]([NH:24][CH3:25])[N:19]=3)=[CH:13][C:14]=2[C:15]([NH2:17])=[O:16])[CH:9]=1.[CH3:27][SiH:28]([CH3:30])[CH3:29].[Na+].[Cl-].C1[CH2:37][O:36][CH2:35][CH2:34]1, predict the reaction product. The product is: [Cl:3][C:4]1[CH:5]=[CH:6][C:7]([CH3:26])=[C:8]([C:10]2[N:11]([CH2:37][O:36][CH2:35][CH2:34][Si:28]([CH3:30])([CH3:29])[CH3:27])[C:12]([C:18]3[CH:23]=[CH:22][N:21]=[C:20]([NH:24][CH3:25])[N:19]=3)=[CH:13][C:14]=2[C:15]([NH2:17])=[O:16])[CH:9]=1. (2) Given the reactants [N:1]12[CH2:8][CH2:7][CH:4]([CH2:5][CH2:6]1)[CH:3]([C:9]([O:11][CH:12]([C:20]1[CH:25]=[CH:24][CH:23]=[C:22]([F:26])[CH:21]=1)[C:13]1[CH:18]=[CH:17][CH:16]=[C:15]([F:19])[CH:14]=1)=[O:10])[CH2:2]2.[Br:27][CH2:28][C:29]([C:31]1[CH:36]=[CH:35][C:34]([CH3:37])=[CH:33][CH:32]=1)=[O:30], predict the reaction product. The product is: [Br-:27].[F:26][C:22]1[CH:21]=[C:20]([CH:12]([C:13]2[CH:18]=[CH:17][CH:16]=[C:15]([F:19])[CH:14]=2)[O:11][C:9]([CH:3]2[CH:4]3[CH2:5][CH2:6][N+:1]([CH2:28][C:29](=[O:30])[C:31]4[CH:36]=[CH:35][C:34]([CH3:37])=[CH:33][CH:32]=4)([CH2:8][CH2:7]3)[CH2:2]2)=[O:10])[CH:25]=[CH:24][CH:23]=1.